This data is from Reaction yield outcomes from USPTO patents with 853,638 reactions. The task is: Predict the reaction yield, written as a fraction of the theoretical maximum amount of product (1.0 means a 100% yield; for example, 0.34 means a 34% yield). (1) The reactants are [S:1]1[C:5]2[CH:6]=[CH:7][CH:8]=[CH:9][C:4]=2[N:3]=[C:2]1[O:10][C:11]1[CH:19]=[C:18]2[C:14]([CH:15]=[C:16]([CH2:20][OH:21])[NH:17]2)=[CH:13][CH:12]=1. The catalyst is C(Cl)(Cl)Cl.O=[Mn]=O. The product is [S:1]1[C:5]2[CH:6]=[CH:7][CH:8]=[CH:9][C:4]=2[N:3]=[C:2]1[O:10][C:11]1[CH:19]=[C:18]2[C:14]([CH:15]=[C:16]([CH:20]=[O:21])[NH:17]2)=[CH:13][CH:12]=1. The yield is 0.490. (2) The reactants are C(OC(=O)[NH:7][CH2:8][C:9]1[CH:14]=[CH:13][C:12]([C:15]2[NH:39][C:18]3=[N:19][CH:20]=[C:21]([Br:38])[C:22]([N:23]4[CH2:28][CH2:27][N:26]([CH2:29][C:30](=[O:37])[NH:31][C:32]5[S:33][CH:34]=[CH:35][N:36]=5)[CH2:25][CH2:24]4)=[C:17]3[N:16]=2)=[CH:11][CH:10]=1)(C)(C)C.FC(F)(F)C(O)=O. The catalyst is ClCCl. The product is [NH2:7][CH2:8][C:9]1[CH:14]=[CH:13][C:12]([C:15]2[NH:39][C:18]3=[N:19][CH:20]=[C:21]([Br:38])[C:22]([N:23]4[CH2:24][CH2:25][N:26]([CH2:29][C:30]([NH:31][C:32]5[S:33][CH:34]=[CH:35][N:36]=5)=[O:37])[CH2:27][CH2:28]4)=[C:17]3[N:16]=2)=[CH:11][CH:10]=1. The yield is 1.00. (3) The reactants are [C:1]([O:5][C:6](=[O:31])[NH:7][C:8]1[C:9]([C:13]2[CH:18]=[CH:17][C:16](/[CH:19]=[CH:20]\[C:21]3[CH:26]=[CH:25][C:24]([S:27]([CH3:30])(=[O:29])=[O:28])=[CH:23][CH:22]=3)=[CH:15][CH:14]=2)=[N:10][O:11][CH:12]=1)([CH3:4])([CH3:3])[CH3:2].C(N(CC)CC)C. The catalyst is C(Cl)Cl. The product is [C:1]([O:5][C:6](=[O:31])[NH:7][C:8]1[C:9]([C:13]2[CH:14]=[CH:15][C:16]([CH2:19][CH2:20][C:21]3[CH:22]=[CH:23][C:24]([S:27]([CH3:30])(=[O:29])=[O:28])=[CH:25][CH:26]=3)=[CH:17][CH:18]=2)=[N:10][O:11][CH:12]=1)([CH3:4])([CH3:3])[CH3:2]. The yield is 0.400. (4) The reactants are [Cl:1][C:2]1[CH:3]=[C:4]([CH:23]=[CH:24][C:25]=1[O:26][CH2:27][C:28]1[CH:33]=[CH:32][CH:31]=[C:30]([F:34])[CH:29]=1)[NH:5][C:6]1[C:15]2[C:10](=[CH:11][CH:12]=[CH:13][C:14]=2[O:16][CH:17]2[CH2:22][CH2:21][NH:20][CH2:19][CH2:18]2)[N:9]=[CH:8][N:7]=1.Br[CH2:36][CH2:37][O:38][CH3:39]. No catalyst specified. The product is [Cl:1][C:2]1[CH:3]=[C:4]([CH:23]=[CH:24][C:25]=1[O:26][CH2:27][C:28]1[CH:33]=[CH:32][CH:31]=[C:30]([F:34])[CH:29]=1)[NH:5][C:6]1[C:15]2[C:10](=[CH:11][CH:12]=[CH:13][C:14]=2[O:16][CH:17]2[CH2:22][CH2:21][N:20]([CH2:36][CH2:37][O:38][CH3:39])[CH2:19][CH2:18]2)[N:9]=[CH:8][N:7]=1. The yield is 0.440. (5) The reactants are [OH:1][C:2]1[CH:11]=[CH:10][C:5]([C:6]([O:8][CH3:9])=[O:7])=[CH:4][CH:3]=1.C([O-])([O-])=O.[K+].[K+].I[CH2:19][CH2:20][CH2:21]/[CH:22]=[CH:23]\[CH2:24][CH2:25][CH2:26][CH2:27][CH2:28][CH3:29]. The catalyst is CN(C=O)C. The product is [CH2:19]([O:1][C:2]1[CH:3]=[CH:4][C:5]([C:6]([O:8][CH3:9])=[O:7])=[CH:10][CH:11]=1)[CH2:20][CH2:21]/[CH:22]=[CH:23]\[CH2:24][CH2:25][CH2:26][CH2:27][CH2:28][CH3:29]. The yield is 0.790. (6) The yield is 0.380. The reactants are [F:1][C:2]1[C:3](=[S:9])[NH:4][C:5](=[O:8])[NH:6][CH:7]=1.C[O-].[Na+].[CH2:13](Br)[CH:14]=[CH2:15]. The catalyst is CO. The product is [CH2:15]([S:9][C:3]1[C:2]([F:1])=[CH:7][NH:6][C:5](=[O:8])[N:4]=1)[CH:14]=[CH2:13]. (7) The reactants are [F:1][CH2:2][C:3]([C:7]1[CH:11]=[C:10]([NH:12][C:13](=[O:21])OC2C=CC=CC=2)[O:9][N:8]=1)([CH3:6])[CH2:4][F:5].[CH3:22][O:23][C:24]1[CH:25]=[C:26]2[C:31](=[CH:32][C:33]=1[O:34][CH3:35])[N:30]=[CH:29][N:28]=[C:27]2[O:36][C:37]1[CH:38]=[C:39]([CH:41]=[CH:42][CH:43]=1)[NH2:40].C(N(CC)C(C)C)(C)C. The catalyst is C1COCC1. The product is [F:5][CH2:4][C:3]([C:7]1[CH:11]=[C:10]([NH:12][C:13]([NH:40][C:39]2[CH:41]=[CH:42][CH:43]=[C:37]([O:36][C:27]3[C:26]4[C:31](=[CH:32][C:33]([O:34][CH3:35])=[C:24]([O:23][CH3:22])[CH:25]=4)[N:30]=[CH:29][N:28]=3)[CH:38]=2)=[O:21])[O:9][N:8]=1)([CH3:6])[CH2:2][F:1]. The yield is 0.580. (8) The reactants are [CH:1]12B[CH:5]([CH2:6][CH2:7][CH2:8]1)[CH2:4][CH2:3]C2.FC1C=CC(C=C)=CC=1.[F:19][C:20]1[CH:25]=[CH:24][C:23](/[CH:26]=[CH:27]/[C:28]2[CH:33]=[CH:32][N:31](C3C=CC(OCCN4CCCC4)=CC=3)[C:30](=[O:48])[CH:29]=2)=[CH:22][CH:21]=1.[C:49](=O)([O-])[O-:50].[Na+].[Na+]. The catalyst is [Cl-].[Na+].O.C1C=CC([P]([Pd]([P](C2C=CC=CC=2)(C2C=CC=CC=2)C2C=CC=CC=2)([P](C2C=CC=CC=2)(C2C=CC=CC=2)C2C=CC=CC=2)[P](C2C=CC=CC=2)(C2C=CC=CC=2)C2C=CC=CC=2)(C2C=CC=CC=2)C2C=CC=CC=2)=CC=1.CN(C=O)C.C1COCC1. The product is [F:19][C:20]1[CH:21]=[CH:22][C:23]([CH2:26][CH2:27][C:28]2[CH:33]=[CH:32][N:31]=[C:30]([O:48][CH2:1][C:8]3[CH:3]=[CH:4][C:5]([O:50][CH3:49])=[CH:6][CH:7]=3)[CH:29]=2)=[CH:24][CH:25]=1. The yield is 1.00. (9) The product is [C:1]([O:4][CH2:5][CH2:6][CH:7]([C:9]1[S:10][C:11]([Br:14])=[CH:12][CH:13]=1)[OH:8])(=[O:3])[CH3:2]. The yield is 0.782. The reactants are [C:1]([O:4][CH2:5][CH2:6][C:7]([C:9]1[S:10][C:11]([Br:14])=[CH:12][CH:13]=1)=[O:8])(=[O:3])[CH3:2].[BH4-].[Na+].C([O-])([O-])=O.[Na+].[Na+].O. The catalyst is C1COCC1.